Dataset: Forward reaction prediction with 1.9M reactions from USPTO patents (1976-2016). Task: Predict the product of the given reaction. (1) Given the reactants [CH3:1][O:2][C:3]1[CH:4]=[C:5]([CH:11]=[CH:12][C:13]([OH:15])=O)[CH:6]=[CH:7][C:8]=1[O:9][CH3:10].O[NH:17][C:18](=[NH:27])[CH2:19][CH2:20][CH2:21][CH2:22][CH2:23][CH2:24][CH2:25][CH3:26], predict the reaction product. The product is: [CH3:1][O:2][C:3]1[CH:4]=[C:5]([CH:11]=[CH:12][C:13]2[O:15][N:27]=[C:18]([CH2:19][CH2:20][CH2:21][CH2:22][CH2:23][CH2:24][CH2:25][CH3:26])[N:17]=2)[CH:6]=[CH:7][C:8]=1[O:9][CH3:10]. (2) Given the reactants [Br:1][C:2]1[CH:3]=[C:4]2[C:10]([CH:11]([OH:26])[C:12]3[CH:13]=[C:14]([NH:19][S:20]([CH2:23][CH2:24][CH3:25])(=[O:22])=[O:21])[CH:15]=[CH:16][C:17]=3[F:18])=[CH:9][NH:8][C:5]2=[N:6][CH:7]=1.CC(OI1(OC(C)=O)(OC(C)=O)OC(=O)C2C=CC=CC1=2)=O, predict the reaction product. The product is: [Br:1][C:2]1[CH:3]=[C:4]2[C:10]([C:11]([C:12]3[CH:13]=[C:14]([NH:19][S:20]([CH2:23][CH2:24][CH3:25])(=[O:22])=[O:21])[CH:15]=[CH:16][C:17]=3[F:18])=[O:26])=[CH:9][NH:8][C:5]2=[N:6][CH:7]=1. (3) Given the reactants [C:1]([C:5]1[N:6]=[C:7]([N:22]2[CH2:27][CH2:26][O:25][CH2:24][CH2:23]2)[C:8]2[N:13]=[N:12][N:11]([CH2:14][C:15]3[CH:20]=[CH:19][CH:18]=[CH:17][C:16]=3[Cl:21])[C:9]=2[N:10]=1)([CH3:4])([CH3:3])[CH3:2].C(C1N=C(Cl)C2N=NN(CC3C=CC=CC=3Cl)C=2N=1)(C)(C)C.N1C[C@H]([OH:55])[C@H](O)C1, predict the reaction product. The product is: [C:1]([C:5]1[N:6]=[C:7]([N:22]2[CH2:27][C@@H:26]([OH:55])[C@@H:24]([OH:25])[CH2:23]2)[C:8]2[N:13]=[N:12][N:11]([CH2:14][C:15]3[CH:20]=[CH:19][CH:18]=[CH:17][C:16]=3[Cl:21])[C:9]=2[N:10]=1)([CH3:4])([CH3:3])[CH3:2]. (4) Given the reactants [OH:1][C:2]1[CH:3]=[C:4]([CH:7]=[CH:8][CH:9]=1)[CH:5]=[O:6].Br[CH2:11][CH2:12][O:13][CH2:14][CH2:15][O:16][CH3:17].C(=O)([O-])[O-].[K+].[K+], predict the reaction product. The product is: [CH3:17][O:16][CH2:15][CH2:14][O:13][CH2:12][CH2:11][O:1][C:2]1[CH:3]=[C:4]([CH:7]=[CH:8][CH:9]=1)[CH:5]=[O:6]. (5) Given the reactants [S:1](=[O:5])(=[O:4])([OH:3])[OH:2].[F:6][C:7]1[CH:12]=[CH:11][C:10]([CH2:13][C:14]2[C:23]3[C:18](=[CH:19][CH:20]=[CH:21][CH:22]=3)[C:17](=[O:24])[NH:16][N:15]=2)=[CH:9][C:8]=1[N:25]1[C:29](=[O:30])[CH:28]([CH3:31])[N:27]([CH2:32][CH2:33][N:34]2[CH2:38][CH2:37][CH2:36][CH2:35]2)[C:26]1=[O:39], predict the reaction product. The product is: [S:1]([OH:5])([OH:4])(=[O:3])=[O:2].[F:6][C:7]1[CH:12]=[CH:11][C:10]([CH2:13][C:14]2[C:23]3[C:18](=[CH:19][CH:20]=[CH:21][CH:22]=3)[C:17](=[O:24])[NH:16][N:15]=2)=[CH:9][C:8]=1[N:25]1[C:29](=[O:30])[CH:28]([CH3:31])[N:27]([CH2:32][CH2:33][N:34]2[CH2:35][CH2:36][CH2:37][CH2:38]2)[C:26]1=[O:39]. (6) Given the reactants [Cl:1][C:2]1[CH:7]=[CH:6][C:5]([C:8]2[N:12]([CH:13]([CH:23]3[CH2:28][CH2:27][CH2:26][CH2:25][CH2:24]3)[CH2:14][O:15]CC3CCCCC3)[C:11]3[CH:29]=[C:30]([F:34])[C:31]([F:33])=[CH:32][C:10]=3[N:9]=2)=[CH:4][CH:3]=1.[CH3:35][O:36][C:37](=[O:47])[C:38]1[CH:43]=[CH:42][C:41]([CH2:44]Br)=[C:40]([F:46])[CH:39]=1, predict the reaction product. The product is: [CH3:35][O:36][C:37](=[O:47])[C:38]1[CH:43]=[CH:42][C:41]([CH2:44][O:15][CH2:14][CH:13]([N:12]2[C:11]3[CH:29]=[C:30]([F:34])[C:31]([F:33])=[CH:32][C:10]=3[N:9]=[C:8]2[C:5]2[CH:6]=[CH:7][C:2]([Cl:1])=[CH:3][CH:4]=2)[CH:23]2[CH2:28][CH2:27][CH2:26][CH2:25][CH2:24]2)=[C:40]([F:46])[CH:39]=1. (7) Given the reactants [C:1](O[BH-](OC(=O)C)OC(=O)C)(=O)[CH3:2].[Na+].[CH2:15]([O:22][C:23](=[O:45])[C:24]([NH:37][C:38]([O:40][C:41]([CH3:44])([CH3:43])[CH3:42])=[O:39])([NH:29][C:30]([O:32][C:33]([CH3:36])([CH3:35])[CH3:34])=[O:31])[CH2:25]CC=O)[C:16]1[CH:21]=[CH:20][CH:19]=[CH:18][CH:17]=1.Cl.[CH2:47]([O:49][C:50](=[O:54])[C@H:51]([CH3:53])[NH2:52])[CH3:48].[Cl-].[NH4+], predict the reaction product. The product is: [CH2:15]([O:22][C:23](=[O:45])[C:24]([NH:29][C:30]([O:32][C:33]([CH3:36])([CH3:34])[CH3:35])=[O:31])([NH:37][C:38]([O:40][C:41]([CH3:42])([CH3:43])[CH3:44])=[O:39])[CH2:25][CH2:1][CH2:2][NH:52][CH:51]([C:50]([O:49][CH2:47][CH3:48])=[O:54])[CH3:53])[C:16]1[CH:21]=[CH:20][CH:19]=[CH:18][CH:17]=1. (8) Given the reactants [F:1][C:2]1[C:7]([C:8]2[CH:13]=[CH:12][CH:11]=[C:10]([CH3:14])[CH:9]=2)=[C:6]([CH:15]([C@@H:22]2[O:27][CH2:26][CH2:25][N:24](C(OC(C)(C)C)=O)[CH2:23]2)[CH2:16][CH2:17][CH2:18][CH2:19][O:20][CH3:21])[CH:5]=[CH:4][CH:3]=1.[ClH:35], predict the reaction product. The product is: [F:1][C:2]1[C:7]([C:8]2[CH:13]=[CH:12][CH:11]=[C:10]([CH3:14])[CH:9]=2)=[C:6]([CH:15]([C@@H:22]2[O:27][CH2:26][CH2:25][NH:24][CH2:23]2)[CH2:16][CH2:17][CH2:18][CH2:19][O:20][CH3:21])[CH:5]=[CH:4][CH:3]=1.[ClH:35]. (9) Given the reactants Cl[CH2:2][CH2:3][CH2:4][CH:5]([C:17]1O[C:19]([C:22]2[CH:27]=[CH:26][C:25]([C:28]3[O:32][C:31]([CH3:33])=[N:30][CH:29]=3)=[C:24]([O:34][CH3:35])[CH:23]=2)=[N:20][N:21]=1)[C:6]1[CH:11]=[CH:10][C:9]([F:12])=[CH:8][C:7]=1[C:13]([F:16])([F:15])[F:14].[N-:36]=[N+]=[N-].[Na+], predict the reaction product. The product is: [F:12][C:9]1[CH:10]=[CH:11][C:6]([CH:5]2[CH2:4][CH2:3][CH2:2][N:36]3[C:19]([C:22]4[CH:27]=[CH:26][C:25]([C:28]5[O:32][C:31]([CH3:33])=[N:30][CH:29]=5)=[C:24]([O:34][CH3:35])[CH:23]=4)=[N:20][N:21]=[C:17]23)=[C:7]([C:13]([F:16])([F:15])[F:14])[CH:8]=1. (10) Given the reactants [CH2:1]([O:8][CH2:9][CH:10]=[O:11])[C:2]1[CH:7]=[CH:6][CH:5]=[CH:4][CH:3]=1.Cl[C:13](Cl)(Cl)[C:14]([OH:16])=[O:15].[CH2:19]([C@@H]1N[C@H](C(C)(C)C)N(C)C1=O)[C:20]1[CH:25]=[CH:24][CH:23]=[CH:22][CH:21]=1, predict the reaction product. The product is: [CH2:1]([O:8][C@@H:13]1[C@@H:10]([OH:11])[C@H:9]([O:8][CH2:1][C:2]2[CH:7]=[CH:6][CH:5]=[CH:4][CH:3]=2)[C@@H:9]([CH2:10][O:11][CH2:19][C:20]2[CH:21]=[CH:22][CH:23]=[CH:24][CH:25]=2)[O:16][CH:14]1[OH:15])[C:2]1[CH:7]=[CH:6][CH:5]=[CH:4][CH:3]=1.